Dataset: NCI-60 drug combinations with 297,098 pairs across 59 cell lines. Task: Regression. Given two drug SMILES strings and cell line genomic features, predict the synergy score measuring deviation from expected non-interaction effect. (1) Drug 1: CCC1=C2CN3C(=CC4=C(C3=O)COC(=O)C4(CC)O)C2=NC5=C1C=C(C=C5)O. Drug 2: C(CC(=O)O)C(=O)CN.Cl. Cell line: 786-0. Synergy scores: CSS=42.8, Synergy_ZIP=-3.91, Synergy_Bliss=-0.489, Synergy_Loewe=-24.8, Synergy_HSA=-0.770. (2) Drug 1: C1CC(C1)(C2=CC=C(C=C2)C3=C(C=C4C(=N3)C=CN5C4=NNC5=O)C6=CC=CC=C6)N. Drug 2: CCC1(C2=C(COC1=O)C(=O)N3CC4=CC5=C(C=CC(=C5CN(C)C)O)N=C4C3=C2)O. Cell line: SW-620. Synergy scores: CSS=62.5, Synergy_ZIP=5.27, Synergy_Bliss=4.42, Synergy_Loewe=-8.91, Synergy_HSA=8.39. (3) Drug 1: CC1CCC2CC(C(=CC=CC=CC(CC(C(=O)C(C(C(=CC(C(=O)CC(OC(=O)C3CCCCN3C(=O)C(=O)C1(O2)O)C(C)CC4CCC(C(C4)OC)O)C)C)O)OC)C)C)C)OC. Drug 2: CC12CCC3C(C1CCC2OP(=O)(O)O)CCC4=C3C=CC(=C4)OC(=O)N(CCCl)CCCl.[Na+]. Cell line: HCT-15. Synergy scores: CSS=29.6, Synergy_ZIP=10.9, Synergy_Bliss=11.3, Synergy_Loewe=3.81, Synergy_HSA=3.58. (4) Drug 1: C1=C(C(=O)NC(=O)N1)F. Drug 2: C1=CC=C(C=C1)NC(=O)CCCCCCC(=O)NO. Cell line: SK-MEL-2. Synergy scores: CSS=35.3, Synergy_ZIP=-11.5, Synergy_Bliss=-10.8, Synergy_Loewe=-8.65, Synergy_HSA=-6.36. (5) Drug 1: C1CC(=O)NC(=O)C1N2CC3=C(C2=O)C=CC=C3N. Drug 2: C1=CC=C(C(=C1)C(C2=CC=C(C=C2)Cl)C(Cl)Cl)Cl. Cell line: SF-295. Synergy scores: CSS=3.28, Synergy_ZIP=-2.35, Synergy_Bliss=0.877, Synergy_Loewe=-0.433, Synergy_HSA=-0.0412. (6) Drug 1: C1=CC(=CC=C1CCC2=CNC3=C2C(=O)NC(=N3)N)C(=O)NC(CCC(=O)O)C(=O)O. Drug 2: CC1C(C(CC(O1)OC2CC(CC3=C2C(=C4C(=C3O)C(=O)C5=CC=CC=C5C4=O)O)(C(=O)C)O)N)O. Cell line: OVCAR3. Synergy scores: CSS=45.8, Synergy_ZIP=-0.678, Synergy_Bliss=-7.05, Synergy_Loewe=-29.3, Synergy_HSA=-2.52. (7) Drug 1: CC1C(C(CC(O1)OC2CC(CC3=C2C(=C4C(=C3O)C(=O)C5=C(C4=O)C(=CC=C5)OC)O)(C(=O)CO)O)N)O.Cl. Drug 2: C1CC(=O)NC(=O)C1N2C(=O)C3=CC=CC=C3C2=O. Cell line: MALME-3M. Synergy scores: CSS=-4.58, Synergy_ZIP=2.73, Synergy_Bliss=3.73, Synergy_Loewe=-3.04, Synergy_HSA=-1.59. (8) Drug 1: CC(C)NC(=O)C1=CC=C(C=C1)CNNC.Cl. Drug 2: C1CN(P(=O)(OC1)NCCCl)CCCl. Cell line: RPMI-8226. Synergy scores: CSS=-2.72, Synergy_ZIP=0.611, Synergy_Bliss=-1.02, Synergy_Loewe=-4.60, Synergy_HSA=-4.52. (9) Drug 1: C1=CC(=CC=C1CCC2=CNC3=C2C(=O)NC(=N3)N)C(=O)NC(CCC(=O)O)C(=O)O. Drug 2: CN(CC1=CN=C2C(=N1)C(=NC(=N2)N)N)C3=CC=C(C=C3)C(=O)NC(CCC(=O)O)C(=O)O. Cell line: OVCAR-8. Synergy scores: CSS=35.9, Synergy_ZIP=-2.35, Synergy_Bliss=2.38, Synergy_Loewe=4.89, Synergy_HSA=7.12. (10) Drug 1: C1=CN(C(=O)N=C1N)C2C(C(C(O2)CO)O)O.Cl. Drug 2: C1CCC(C(C1)N)N.C(=O)(C(=O)[O-])[O-].[Pt+4]. Cell line: HL-60(TB). Synergy scores: CSS=56.9, Synergy_ZIP=2.29, Synergy_Bliss=2.24, Synergy_Loewe=-5.18, Synergy_HSA=5.84.